This data is from Catalyst prediction with 721,799 reactions and 888 catalyst types from USPTO. The task is: Predict which catalyst facilitates the given reaction. (1) Reactant: [Br:1][C:2]1[N:7]=[C:6]([C@H:8]([OH:13])[CH2:9][CH2:10][CH2:11][CH3:12])[CH:5]=[CH:4][CH:3]=1.O[C:15]1[CH:20]=[CH:19][C:18]([CH2:21][CH2:22][C:23]([O:25][CH2:26][CH3:27])=[O:24])=[C:17]([CH3:28])[CH:16]=1.C1CCN(C(N=NC(N2CCCCC2)=O)=O)CC1.CCCCP(CCCC)CCCC. Product: [Br:1][C:2]1[N:7]=[C:6]([C@@H:8]([O:13][C:15]2[CH:20]=[CH:19][C:18]([CH2:21][CH2:22][C:23]([O:25][CH2:26][CH3:27])=[O:24])=[C:17]([CH3:28])[CH:16]=2)[CH2:9][CH2:10][CH2:11][CH3:12])[CH:5]=[CH:4][CH:3]=1. The catalyst class is: 1. (2) Reactant: C([Si](C)(C)[O:6][CH:7]1[CH:16]([C:17]2[CH:22]=[CH:21][CH:20]=[CH:19][CH:18]=2)[NH:15][C:14]2[C:13]3=[N:23][C:24]([CH3:27])=[C:25]([CH3:26])[N:12]3[CH:11]=[CH:10][C:9]=2[C:8]1=[O:28])(C)(C)C.Cl.N. Product: [OH:6][CH:7]1[CH:16]([C:17]2[CH:18]=[CH:19][CH:20]=[CH:21][CH:22]=2)[NH:15][C:14]2[C:13]3=[N:23][C:24]([CH3:27])=[C:25]([CH3:26])[N:12]3[CH:11]=[CH:10][C:9]=2[C:8]1=[O:28]. The catalyst class is: 5. (3) Reactant: [F:1][C:2]1[CH:7]=[CH:6][C:5]([C:8]2([C:21]3[CH:26]=[CH:25][C:24]([F:27])=[CH:23][CH:22]=3)[CH2:13][CH2:12][CH2:11][N:10]([CH2:14][C:15]([O:17]CC)=[O:16])[C:9]2=[O:20])=[CH:4][CH:3]=1.[OH-].[Li+]. Product: [F:27][C:24]1[CH:23]=[CH:22][C:21]([C:8]2([C:5]3[CH:4]=[CH:3][C:2]([F:1])=[CH:7][CH:6]=3)[CH2:13][CH2:12][CH2:11][N:10]([CH2:14][C:15]([OH:17])=[O:16])[C:9]2=[O:20])=[CH:26][CH:25]=1. The catalyst class is: 40.